Dataset: Forward reaction prediction with 1.9M reactions from USPTO patents (1976-2016). Task: Predict the product of the given reaction. (1) Given the reactants [F:1][C:2]([F:27])([F:26])[C:3]1[C:4]2[N:5]([CH:9]=[C:10]([CH2:12][C@@H:13]3[CH2:18][CH2:17][CH2:16][CH2:15][N:14]3C(OC(C)(C)C)=O)[N:11]=2)[CH:6]=[CH:7][CH:8]=1, predict the reaction product. The product is: [NH:14]1[CH2:15][CH2:16][CH2:17][CH2:18][C@H:13]1[CH2:12][C:10]1[N:11]=[C:4]2[C:3]([C:2]([F:1])([F:26])[F:27])=[CH:8][CH:7]=[CH:6][N:5]2[CH:9]=1. (2) Given the reactants [Li]CCCC.[F:6][C:7]([F:20])([F:19])[C:8]1[CH:9]=[C:10]([CH:12]=[C:13]([C:15]([F:18])([F:17])[F:16])[CH:14]=1)[NH2:11].C[O:22][C:23]([C:25]1([CH:39]2[CH2:42][CH2:41][CH2:40]2)[CH2:29][C:28](=[O:30])[N:27]([C:31]2[C:36]([CH3:37])=[CH:35][CH:34]=[CH:33][C:32]=2[CH3:38])[CH2:26]1)=O.[NH4+].[Cl-], predict the reaction product. The product is: [F:6][C:7]([F:19])([F:20])[C:8]1[CH:9]=[C:10]([NH:11][C:23]([C:25]2([CH:39]3[CH2:40][CH2:41][CH2:42]3)[CH2:29][C:28](=[O:30])[N:27]([C:31]3[C:36]([CH3:37])=[CH:35][CH:34]=[CH:33][C:32]=3[CH3:38])[CH2:26]2)=[O:22])[CH:12]=[C:13]([C:15]([F:16])([F:17])[F:18])[CH:14]=1. (3) Given the reactants [NH2:1][C:2]1[CH:3]=[C:4]([F:29])[C:5]([F:28])=[C:6]([C@:8]23[CH2:16][O:15][C@H:14]([CH:17]([F:19])[F:18])[C@H:13]2[CH2:12][S:11][C:10]([NH:20][C:21](=[O:27])[O:22][C:23]([CH3:26])([CH3:25])[CH3:24])=[N:9]3)[CH:7]=1.C(N(CC)C(C)C)(C)C.F[P-](F)(F)(F)(F)F.[PH4+].C(=O)(O)[O-].[Na+].[CH3:52][O:53][C:54]1[N:55]=[CH:56][C:57]([C:60](O)=[O:61])=[N:58][CH:59]=1, predict the reaction product. The product is: [F:28][C:5]1[C:4]([F:29])=[CH:3][C:2]([NH:1][C:60]([C:57]2[CH:56]=[N:55][C:54]([O:53][CH3:52])=[CH:59][N:58]=2)=[O:61])=[CH:7][C:6]=1[C@:8]12[CH2:16][O:15][C@H:14]([CH:17]([F:19])[F:18])[C@H:13]1[CH2:12][S:11][C:10]([NH:20][C:21](=[O:27])[O:22][C:23]([CH3:24])([CH3:25])[CH3:26])=[N:9]2. (4) Given the reactants [C:1]1([C@@H:7]2[CH2:13][NH:12][CH2:11][C:10]3[CH:14]=[CH:15][C:16]([C:18]([O:20][CH3:21])=[O:19])=[CH:17][C:9]=3[O:8]2)[CH:6]=[CH:5][CH:4]=[CH:3][CH:2]=1.C(O)(C(F)(F)F)=O.CCN(CC)CC.[N:36]([C:39]1[CH:44]=[CH:43][C:42]([O:45][CH3:46])=[CH:41][CH:40]=1)=[C:37]=[O:38], predict the reaction product. The product is: [CH3:46][O:45][C:42]1[CH:43]=[CH:44][C:39]([NH:36][C:37]([N:12]2[CH2:11][C:10]3[CH:14]=[CH:15][C:16]([C:18]([O:20][CH3:21])=[O:19])=[CH:17][C:9]=3[O:8][C@H:7]([C:1]3[CH:2]=[CH:3][CH:4]=[CH:5][CH:6]=3)[CH2:13]2)=[O:38])=[CH:40][CH:41]=1. (5) Given the reactants B(Br)(Br)Br.C([O:12][CH2:13][CH2:14][CH2:15][CH2:16][S:17][CH2:18][CH2:19][CH2:20][C:21]([F:27])([F:26])[C:22]([F:25])([F:24])[F:23])C1C=CC=CC=1.O, predict the reaction product. The product is: [F:27][C:21]([F:26])([C:22]([F:23])([F:24])[F:25])[CH2:20][CH2:19][CH2:18][S:17][CH2:16][CH2:15][CH2:14][CH2:13][OH:12]. (6) Given the reactants [CH2:1]([O:4][C:5]1[CH:31]=[CH:30][C:8]([CH2:9][C:10]2[CH:11]=[C:12]([C@@:17]3([O:28][CH3:29])[C@H:22]([OH:23])[C@@H:21]([OH:24])[C@H:20]([OH:25])[C@@H:19]([CH2:26][OH:27])[O:18]3)[CH:13]=[CH:14][C:15]=2[Cl:16])=[CH:7][CH:6]=1)[CH:2]=[CH2:3].[S:32](Cl)([C:35]1[CH:41]=[CH:40][C:38]([CH3:39])=[CH:37][CH:36]=1)(=[O:34])=[O:33], predict the reaction product. The product is: [CH3:39][C:38]1[CH:40]=[CH:41][C:35]([S:32]([O:27][CH2:26][C@@H:19]2[C@@H:20]([OH:25])[C@H:21]([OH:24])[C@@H:22]([OH:23])[C@@:17]([C:12]3[CH:13]=[CH:14][C:15]([Cl:16])=[C:10]([CH2:9][C:8]4[CH:30]=[CH:31][C:5]([O:4][CH2:1][CH:2]=[CH2:3])=[CH:6][CH:7]=4)[CH:11]=3)([O:28][CH3:29])[O:18]2)(=[O:34])=[O:33])=[CH:36][CH:37]=1.